Dataset: Catalyst prediction with 721,799 reactions and 888 catalyst types from USPTO. Task: Predict which catalyst facilitates the given reaction. (1) Reactant: [Cl-].[Al+3].[Cl-].[Cl-].[C:5](Cl)(=[O:7])[CH3:6].[F:9][C:10]1[CH:15]=[C:14]([O:16][CH3:17])[CH:13]=[C:12]([F:18])[CH:11]=1.C([O-])(O)=O.[Na+]. Product: [F:9][C:10]1[CH:15]=[C:14]([O:16][CH3:17])[CH:13]=[C:12]([F:18])[C:11]=1[C:5](=[O:7])[CH3:6]. The catalyst class is: 2. (2) Reactant: [CH3:1][S:2][C:3]1[CH:8]=[CH:7][C:6]([CH3:9])=[CH:5][CH:4]=1.S(Cl)([Cl:13])(=O)=O. Product: [Cl:13][CH2:1][S:2][C:3]1[CH:8]=[CH:7][C:6]([CH3:9])=[CH:5][CH:4]=1. The catalyst class is: 2.